From a dataset of Reaction yield outcomes from USPTO patents with 853,638 reactions. Predict the reaction yield, written as a fraction of the theoretical maximum amount of product (1.0 means a 100% yield; for example, 0.34 means a 34% yield). (1) The reactants are [OH-].[Na+].C([O:5][C:6]([C:8]1[CH:12]=[C:11]([CH2:13][CH2:14][CH:15]2[CH:20]([CH3:21])[CH2:19][CH2:18][CH2:17][C:16]2([CH3:23])[CH3:22])[NH:10][N:9]=1)=[O:7])C. The catalyst is CO. The product is [CH3:23][C:16]1([CH3:22])[CH2:17][CH2:18][CH2:19][CH:20]([CH3:21])[CH:15]1[CH2:14][CH2:13][C:11]1[NH:10][N:9]=[C:8]([C:6]([OH:7])=[O:5])[CH:12]=1. The yield is 0.0820. (2) The reactants are [CH3:1][O:2][C@H:3]([CH3:13])[C@H:4]([NH:11][CH3:12])[CH2:5][N:6]1[CH2:10][CH2:9][CH2:8][CH2:7]1.CCN(C(C)C)C(C)C.[F:23][C:24]1[CH:32]=[CH:31][C:27]([C:28](Cl)=[O:29])=[CH:26][C:25]=1[CH3:33]. The catalyst is C(Cl)Cl. The product is [F:23][C:24]1[CH:32]=[CH:31][C:27]([C:28]([N:11]([C@@H:4]([C@H:3]([O:2][CH3:1])[CH3:13])[CH2:5][N:6]2[CH2:10][CH2:9][CH2:8][CH2:7]2)[CH3:12])=[O:29])=[CH:26][C:25]=1[CH3:33]. The yield is 0.740. (3) No catalyst specified. The yield is 0.890. The reactants are [Si:1]([O:8][CH2:9][C@H:10]1[O:14][C@@H:13]([N:15]2[CH:22]=[C:21]([C:23]#[C:24][CH2:25][NH:26][C:27](=[O:32])[C:28]([F:31])([F:30])[F:29])[C:19](=[O:20])[NH:18][C:16]2=[O:17])[CH2:12][C@@H:11]1[OH:33])([C:4]([CH3:7])([CH3:6])[CH3:5])([CH3:3])[CH3:2].C(O)(=O)C.C(OC(=O)C)(=O)C.[CH3:45][S:46]([CH3:48])=O. The product is [Si:1]([O:8][CH2:9][C@H:10]1[O:14][C@@H:13]([N:15]2[CH:22]=[C:21]([C:23]#[C:24][CH2:25][NH:26][C:27](=[O:32])[C:28]([F:30])([F:31])[F:29])[C:19](=[O:20])[NH:18][C:16]2=[O:17])[CH2:12][C@@H:11]1[O:33][CH2:45][S:46][CH3:48])([C:4]([CH3:7])([CH3:5])[CH3:6])([CH3:3])[CH3:2]. (4) The reactants are [C:1]([O:5][C:6]([N:8]1[CH2:13][CH2:12][NH:11][CH2:10][C@@H:9]1[CH:14]([CH3:16])[CH3:15])=[O:7])([CH3:4])([CH3:3])[CH3:2].[H-].[Na+].Cl[C:20]1[O:21][C:22]2[C:23](=[C:25]([C:29]([O:31][CH3:32])=[O:30])[CH:26]=[CH:27][CH:28]=2)[N:24]=1. The catalyst is COCCOC. The product is [C:1]([O:5][C:6]([N:8]1[CH2:13][CH2:12][N:11]([C:20]2[O:21][C:22]3[C:23](=[C:25]([C:29]([O:31][CH3:32])=[O:30])[CH:26]=[CH:27][CH:28]=3)[N:24]=2)[CH2:10][C@@H:9]1[CH:14]([CH3:16])[CH3:15])=[O:7])([CH3:4])([CH3:3])[CH3:2]. The yield is 0.390. (5) No catalyst specified. The yield is 0.640. The product is [Cl:1][C:2]1[N:3]=[C:4]([C:11]([O:13][CH2:14][CH3:15])=[O:17])[C:5]2[CH2:10][CH2:9][CH2:8][C:6]=2[N:7]=1. The reactants are [Cl:1][C:2]1[N:3]=[C:4]([C:11]([O:13][CH2:14][CH3:15])=C)[C:5]2[CH2:10][CH2:9][CH2:8][C:6]=2[N:7]=1.[Mn]([O-])(=O)(=O)=[O:17].[K+]. (6) The catalyst is O1CCOCC1.O.C1C=CC(P(C2C=CC=CC=2)[C-]2C=CC=C2)=CC=1.C1C=CC(P(C2C=CC=CC=2)[C-]2C=CC=C2)=CC=1.Cl[Pd]Cl.[Fe+2]. The product is [C:1]([CH:5]1[CH2:10][CH:9]([CH2:11][CH2:12][N:13]2[C:17]3=[CH:18][N:19]=[C:20]([NH2:23])[CH:21]=[C:16]3[CH:15]=[C:14]2[C:28]2[O:27][C:31]3=[CH:32][CH:33]=[CH:34][C:35]3=[CH:30][CH:29]=2)[CH2:8][CH2:7][N:6]1[C:24]([NH2:26])=[O:25])([CH3:4])([CH3:3])[CH3:2]. The reactants are [C:1]([CH:5]1[CH2:10][CH:9]([CH2:11][CH2:12][N:13]2[C:17]3=[CH:18][N:19]=[C:20]([NH2:23])[C:21](Br)=[C:16]3[CH:15]=[CH:14]2)[CH2:8][CH2:7][N:6]1[C:24]([NH2:26])=[O:25])([CH3:4])([CH3:3])[CH3:2].[O:27]1[C:31]2[CH:32]=[CH:33][CH:34]=[CH:35][C:30]=2[CH:29]=[C:28]1B(O)O.C(=O)([O-])[O-].[K+].[K+]. The yield is 0.170.